From a dataset of Experimentally validated miRNA-target interactions with 360,000+ pairs, plus equal number of negative samples. Binary Classification. Given a miRNA mature sequence and a target amino acid sequence, predict their likelihood of interaction. (1) The miRNA is hsa-miR-377-3p with sequence AUCACACAAAGGCAACUUUUGU. The protein sequence of the target gene is MTTEGGPPPAPLRRACSPVPGALQAALMSPPPAAAAAAAAAPETTSSSSSSSSASCASSSSSSNSASAPSAACKSAGGGGAGAGSGGAKKASSGLRRPEKPPYSYIALIVMAIQSSPSKRLTLSEIYQFLQARFPFFRGAYQGWKNSVRHNLSLNECFIKLPKGLGRPGKGHYWTIDPASEFMFEEGSFRRRPRGFRRKCQALKPMYHRVVSGLGFGASLLPQGFDFQAPPSAPLGCHSQGGYGGLDMMPAGYDAGAGAPSHAHPHHHHHHHVPHMSPNPGSTYMASCPVPAGPGGVGAA.... Result: 1 (interaction). (2) The miRNA is hsa-miR-372-5p with sequence CCUCAAAUGUGGAGCACUAUUCU. The protein sequence of the target gene is MFSLSSTVQPQVTVPLSHLINAFHTPKNTSVSLSGVSVSQNQHRDVVPEHEAPSSECMFSDFLTKLNIVSIGKGKIFEGYRSMFMEPAKRMKKSLDTTDNWHIRPEPFSLSIPPSLNLRDLGLSELKIGQIDQLVENLLPGFCKGKNISSHWHTSHVSAQSFFENKYGNLDIFSTLRSSCLYRHHSRALQSICSDLQYWPVFIQSRGFKTLKSRTRRLQSTSERLAETQNIAPSFVKGFLLRDRGSDVESLDKLMKTKNIPEAHQDAFKTGFAEGFLKAQALTQKTNDSLRRTRLILFVL.... Result: 1 (interaction). (3) The miRNA is hsa-miR-6722-5p with sequence AGGCGCACCCGACCACAUGC. The protein sequence of the target gene is MDLSAIYESLQSMSHDLSSDHGGTESLGGLWNINSDSIPSGVTSRLTGRSTSLVEGRSCGWVPPPPGFAPLAPRPGPELSPSPTSPTATPTTSSRYKTELCRTYSESGRCRYGAKCQFAHGLGELRQANRHPKYKTELCHKFYLQGRCPYGSRCHFIHNPTEDLALPGQPHVLRQSISFSGLPSGRRSSPPPPGFSGPSLSSCSFSPSSSPPPPGDLPLSPSAFSAAPGTPVTRRDPNQACCPSCRRSTTPSTIWGPLGGLARSPSAHSLGSDPDDYASSGSSLGGSDSPVFEAGVFGPP.... Result: 0 (no interaction). (4) The miRNA is hsa-miR-4732-3p with sequence GCCCUGACCUGUCCUGUUCUG. The protein sequence of the target gene is MDRGPAAVACTLLLALVACLAPASGQECDSAHFRCGSGHCIPADWRCDGTKDCSDDADEIGCAVVTCQQGYFKCQSEGQCIPNSWVCDQDQDCDDGSDERQDCSQSTCSSHQITCSNGQCIPSEYRCDHVRDCPDGADENDCQYPTCEQLTCDNGACYNTSQKCDWKVDCRDSSDEINCTEICLHNEFSCGNGECIPRAYVCDHDNDCQDGSDEHACNYPTCGGYQFTCPSGRCIYQNWVCDGEDDCKDNGDEDGCESGPHDVHKCSPREWSCPESGRCISIYKVCDGILDCPGREDENN.... Result: 0 (no interaction). (5) The miRNA is hsa-miR-4725-3p with sequence UGGGGAAGGCGUCAGUGUCGGG. The protein sequence of the target gene is MARGARPSAAGGGGGGAEPPERAGPGRPRGSPPGRARPSLAPRPGPEPSRPRAAPETSGGDTAGAGRCGGRRAAKLGPGRRGWWALLALQLHLLRALAQDDVAPYFKTEPGLPQIHLEGNRLVLTCLAEGSWPLEFKWMRDDSELTTYSSEYKYIIPSLQKLDAGFYRCVVRNRMGALLQRKSEVQVAYMGSFMDTDQRKTVSQGRAAILNLLPITSYPRPQVTWFREGHKIIPSNRIAITLENQLVILATTTSDAGAYYVQAVNEKNGENKTSPFIHLSIARDVGTPETMAPTIVVPPG.... Result: 1 (interaction). (6) The miRNA is mmu-miR-100-3p with sequence ACAAGCUUGUGUCUAUAGGUAU. The protein sequence of the target gene is MEFLLGNPFSTPVGQCLEKATDGSLQSEDWTLNMEICDIINETEEGPKDAIRALKKRLSGNRNYREVMLALTVLETCVKNCGHRFHLLVANRDFIDSVLVKIISPKNNPPTIVQDKVLALIQAWADAFRSSPDLTGVVHIYEELKRRGIEFPMADLDALSPIHTPQRSVPEMDPAATIPRSQTQPRTTAGTYSSPPPASYSTLQAPALSVTGPITANSEQIARLRSELDIVRGNTKVMSEMLTEMVPGQEDSSDLELLQELNRTCRAMQHRIVELISRVSNEEVTEELLHVNDDLNNVFL.... Result: 0 (no interaction). (7) The miRNA is mmu-miR-3110-5p with sequence UUCUGCCUCCCCUGAAGGCUC. The protein sequence of the target gene is MAAPKTSIPSLAECQCGICMEILLEPVTLPCNHTLCNPCFQSTVEKANLCCPFCRRRVSSWTRYHTRRNSLVNTDLWEIIQKHYAKECKLRISGQESKEIIDECQPVRRLSEPGELRREYEEEISRVEAERQASKEEENKASEEYIQRLLAEEEEEEKRQREKRRSEMEEQLRGDEELARSLSTSINSNYERNTLASPLSSRKSDPVTNKSQKKNTSKQKTFGDIQKYLSPKLKPGTALACKAELEEDICKSKETDRSDTKSPVLQDTEIEKNIPTLSPQTCLETQEQGSESSAGIPGPQ.... Result: 1 (interaction).